From a dataset of Merck oncology drug combination screen with 23,052 pairs across 39 cell lines. Regression. Given two drug SMILES strings and cell line genomic features, predict the synergy score measuring deviation from expected non-interaction effect. (1) Drug 1: N#Cc1ccc(Cn2cncc2CN2CCN(c3cccc(Cl)c3)C(=O)C2)cc1. Drug 2: CCC1(O)C(=O)OCc2c1cc1n(c2=O)Cc2cc3c(CN(C)C)c(O)ccc3nc2-1. Cell line: DLD1. Synergy scores: synergy=11.9. (2) Drug 1: COC12C(COC(N)=O)C3=C(C(=O)C(C)=C(N)C3=O)N1CC1NC12. Drug 2: COC1=C2CC(C)CC(OC)C(O)C(C)C=C(C)C(OC(N)=O)C(OC)C=CC=C(C)C(=O)NC(=CC1=O)C2=O. Cell line: SKMEL30. Synergy scores: synergy=25.3. (3) Drug 1: C=CCn1c(=O)c2cnc(Nc3ccc(N4CCN(C)CC4)cc3)nc2n1-c1cccc(C(C)(C)O)n1. Drug 2: COC1CC2CCC(C)C(O)(O2)C(=O)C(=O)N2CCCCC2C(=O)OC(C(C)CC2CCC(OP(C)(C)=O)C(OC)C2)CC(=O)C(C)C=C(C)C(O)C(OC)C(=O)C(C)CC(C)C=CC=CC=C1C. Cell line: NCIH1650. Synergy scores: synergy=37.0. (4) Drug 1: O=S1(=O)NC2(CN1CC(F)(F)F)C1CCC2Cc2cc(C=CCN3CCC(C(F)(F)F)CC3)ccc2C1. Drug 2: O=C(NOCC(O)CO)c1ccc(F)c(F)c1Nc1ccc(I)cc1F. Cell line: HT29. Synergy scores: synergy=13.3. (5) Drug 1: C=CCn1c(=O)c2cnc(Nc3ccc(N4CCN(C)CC4)cc3)nc2n1-c1cccc(C(C)(C)O)n1. Drug 2: Cn1c(=O)n(-c2ccc(C(C)(C)C#N)cc2)c2c3cc(-c4cnc5ccccc5c4)ccc3ncc21. Cell line: NCIH460. Synergy scores: synergy=38.2. (6) Drug 1: O=P1(N(CCCl)CCCl)NCCCO1. Drug 2: Cn1nnc2c(C(N)=O)ncn2c1=O. Cell line: UWB1289. Synergy scores: synergy=-6.44. (7) Drug 1: O=S1(=O)NC2(CN1CC(F)(F)F)C1CCC2Cc2cc(C=CCN3CCC(C(F)(F)F)CC3)ccc2C1. Drug 2: CCc1c2c(nc3ccc(O)cc13)-c1cc3c(c(=O)n1C2)COC(=O)C3(O)CC. Cell line: NCIH520. Synergy scores: synergy=-0.606. (8) Drug 1: C=CCn1c(=O)c2cnc(Nc3ccc(N4CCN(C)CC4)cc3)nc2n1-c1cccc(C(C)(C)O)n1. Drug 2: COC1CC2CCC(C)C(O)(O2)C(=O)C(=O)N2CCCCC2C(=O)OC(C(C)CC2CCC(OP(C)(C)=O)C(OC)C2)CC(=O)C(C)C=C(C)C(O)C(OC)C(=O)C(C)CC(C)C=CC=CC=C1C. Cell line: MDAMB436. Synergy scores: synergy=20.3. (9) Drug 1: CS(=O)(=O)CCNCc1ccc(-c2ccc3ncnc(Nc4ccc(OCc5cccc(F)c5)c(Cl)c4)c3c2)o1. Drug 2: NC1CCCCC1N.O=C(O)C(=O)O.[Pt+2]. Cell line: DLD1. Synergy scores: synergy=-2.59.